Dataset: Reaction yield outcomes from USPTO patents with 853,638 reactions. Task: Predict the reaction yield, written as a fraction of the theoretical maximum amount of product (1.0 means a 100% yield; for example, 0.34 means a 34% yield). (1) The reactants are [NH2:1][C:2]1[CH:3]=[N:4][C:5]([NH:8][C:9]2[CH:24]=[CH:23][C:12]([C:13]([NH:15][CH2:16][CH2:17][N:18]3[CH2:22][CH2:21][CH2:20][CH2:19]3)=[O:14])=[CH:11][CH:10]=2)=[N:6][CH:7]=1.C([O:28][C:29]1[C:30]([CH3:38])=[C:31]([CH:35]=[CH:36][CH:37]=1)[C:32](Cl)=[O:33])(=O)C.C(N(C(C)C)CC)(C)C.C[O-].[Na+]. The catalyst is C1COCC1.CO. The product is [OH:28][C:29]1[C:30]([CH3:38])=[C:31]([CH:35]=[CH:36][CH:37]=1)[C:32]([NH:1][C:2]1[CH:3]=[N:4][C:5]([NH:8][C:9]2[CH:10]=[CH:11][C:12]([C:13](=[O:14])[NH:15][CH2:16][CH2:17][N:18]3[CH2:19][CH2:20][CH2:21][CH2:22]3)=[CH:23][CH:24]=2)=[N:6][CH:7]=1)=[O:33]. The yield is 0.340. (2) The reactants are Br[CH2:2][CH2:3][O:4][C:5]1[CH:10]=[C:9]([S:11]([CH3:14])(=[O:13])=[O:12])[CH:8]=[C:7]([F:15])[CH:6]=1.[CH:16]1([NH2:21])[CH2:20][CH2:19][CH2:18][CH2:17]1. The catalyst is C(O)C. The product is [F:15][C:7]1[CH:6]=[C:5]([CH:10]=[C:9]([S:11]([CH3:14])(=[O:13])=[O:12])[CH:8]=1)[O:4][CH2:3][CH2:2][NH:21][CH:16]1[CH2:20][CH2:19][CH2:18][CH2:17]1. The yield is 0.874. (3) The reactants are Br[C:2]1[C:3](=[O:27])[C:4]2[C:9]([C:10]=1[C:11]1[CH:16]=[CH:15][CH:14]=[CH:13][CH:12]=1)=[CH:8][CH:7]=[C:6]([O:17][CH2:18][CH2:19][CH2:20][C:21]1[CH:26]=[CH:25][CH:24]=[CH:23][CH:22]=1)[CH:5]=2.[CH3:28][N:29](C)C=O. The catalyst is [Cu+]. The product is [O:27]=[C:3]1[C:4]2[C:9](=[CH:8][CH:7]=[C:6]([O:17][CH2:18][CH2:19][CH2:20][C:21]3[CH:26]=[CH:25][CH:24]=[CH:23][CH:22]=3)[CH:5]=2)[C:10]([C:11]2[CH:16]=[CH:15][CH:14]=[CH:13][CH:12]=2)=[C:2]1[C:28]#[N:29]. The yield is 0.800.